This data is from Forward reaction prediction with 1.9M reactions from USPTO patents (1976-2016). The task is: Predict the product of the given reaction. (1) Given the reactants CS(O[CH2:6][CH2:7][C:8]1[CH:13]=[CH:12][C:11]([Cl:14])=[C:10]([Cl:15])[CH:9]=1)(=O)=O.[NH2:16][CH:17]1[CH2:22][CH2:21][N:20]([CH2:23][CH:24]2[N:34]3[C:35]4[N:26]([C:27](=[O:37])[CH:28]=[CH:29][C:30]=4[N:31]=[CH:32][C:33]3=[O:36])[CH2:25]2)[CH2:19][CH2:18]1.C([O-])([O-])=O.[K+].[K+].[Na+].[I-], predict the reaction product. The product is: [Cl:15][C:10]1[CH:9]=[C:8]([CH2:7][CH2:6][NH:16][CH:17]2[CH2:22][CH2:21][N:20]([CH2:23][CH:24]3[N:34]4[C:35]5[N:26]([C:27](=[O:37])[CH:28]=[CH:29][C:30]=5[N:31]=[CH:32][C:33]4=[O:36])[CH2:25]3)[CH2:19][CH2:18]2)[CH:13]=[CH:12][C:11]=1[Cl:14]. (2) The product is: [CH3:6][C:2]1[C:20]([C:18]([O:17][CH3:16])=[O:19])=[CH:5][S:4][CH:3]=1. Given the reactants Br[C:2]1[C:6](C)=[CH:5][S:4][CH:3]=1.C(N(CC)CC)C.C[CH2:16][O:17][C:18]([CH3:20])=[O:19], predict the reaction product.